From a dataset of Peptide-MHC class I binding affinity with 185,985 pairs from IEDB/IMGT. Regression. Given a peptide amino acid sequence and an MHC pseudo amino acid sequence, predict their binding affinity value. This is MHC class I binding data. (1) The peptide sequence is NGNFNFERV. The MHC is HLA-B58:01 with pseudo-sequence HLA-B58:01. The binding affinity (normalized) is 0.213. (2) The peptide sequence is GTQDQSLYL. The MHC is HLA-B53:01 with pseudo-sequence HLA-B53:01. The binding affinity (normalized) is 0.213. (3) The peptide sequence is SAFVRFSTDK. The MHC is HLA-A03:01 with pseudo-sequence HLA-A03:01. The binding affinity (normalized) is 0.468. (4) The peptide sequence is CFMYSDFHF. The MHC is HLA-B27:05 with pseudo-sequence HLA-B27:05. The binding affinity (normalized) is 0.0847. (5) The peptide sequence is YVHGDTYSL. The MHC is HLA-A02:01 with pseudo-sequence HLA-A02:01. The binding affinity (normalized) is 0.606. (6) The peptide sequence is DLEKYNLAF. The MHC is HLA-A68:02 with pseudo-sequence HLA-A68:02. The binding affinity (normalized) is 0.0847.